Task: Predict the reaction yield, written as a fraction of the theoretical maximum amount of product (1.0 means a 100% yield; for example, 0.34 means a 34% yield).. Dataset: Reaction yield outcomes from USPTO patents with 853,638 reactions (1) The reactants are [F:1][C:2]1[CH:19]=[C:18]([C:20]#[C:21][CH2:22][OH:23])[CH:17]=[CH:16][C:3]=1[NH:4][C:5]1[C:6]([C:13]([NH2:15])=[O:14])=[CH:7][N:8]([CH3:12])[C:9](=[O:11])[CH:10]=1. The catalyst is CO.C1COCC1.[Pd]. The product is [F:1][C:2]1[CH:19]=[C:18]([CH2:20][CH2:21][CH2:22][OH:23])[CH:17]=[CH:16][C:3]=1[NH:4][C:5]1[C:6]([C:13]([NH2:15])=[O:14])=[CH:7][N:8]([CH3:12])[C:9](=[O:11])[CH:10]=1. The yield is 0.900. (2) The reactants are [F:1][C:2]1[CH:3]=[C:4]([CH2:10][CH2:11][CH2:12][C:13]([OH:15])=O)[CH:5]=[CH:6][C:7]=1[O:8][CH3:9].CS(O)(=O)=O. The catalyst is FC(F)(F)C(O)=O. The product is [F:1][C:2]1[CH:3]=[C:4]2[C:5](=[CH:6][C:7]=1[O:8][CH3:9])[C:13](=[O:15])[CH2:12][CH2:11][CH2:10]2. The yield is 0.760. (3) The reactants are C12BC(CCC1)CCC2.[N+:10]([C:13]1[CH:18]=[CH:17][C:16]([C:19]2[C:23]([C:24]3[CH:29]=[CH:28][N:27]=[C:26]4[N:30]([S:33]([C:36]5[CH:41]=[CH:40][CH:39]=[CH:38][CH:37]=5)(=[O:35])=[O:34])[CH:31]=[CH:32][C:25]=34)=[CH:22][N:21]([CH2:42][CH:43]=[CH2:44])[N:20]=2)=[CH:15][CH:14]=1)([O-:12])=[O:11].[O:45]1CCCC1. No catalyst specified. The product is [N+:10]([C:13]1[CH:14]=[CH:15][C:16]([C:19]2[C:23]([C:24]3[CH:29]=[CH:28][N:27]=[C:26]4[N:30]([S:33]([C:36]5[CH:41]=[CH:40][CH:39]=[CH:38][CH:37]=5)(=[O:35])=[O:34])[CH:31]=[CH:32][C:25]=34)=[CH:22][N:21]([CH2:42][CH2:43][CH2:44][OH:45])[N:20]=2)=[CH:17][CH:18]=1)([O-:12])=[O:11]. The yield is 0.840. (4) The reactants are [NH:1]1[CH2:6][CH2:5][CH:4]([N:7]2[C:16](=[O:17])[CH2:15][C:14]3[C:9](=[CH:10][CH:11]=[CH:12][CH:13]=3)[CH2:8]2)[CH2:3][CH2:2]1.Cl[C:19]1[C:27]2[NH:26][N:25]=[CH:24][C:23]=2[C:22]2[CH2:28][N:29]([CH2:54][C:55]([CH3:58])([CH3:57])[CH3:56])[C:30](=[O:53])[C@@H:31]([CH2:33][C:34](=[O:52])N3CCC(N4CC5C(=CC=CC=5)NC4=O)CC3)[CH2:32][C:21]=2[CH:20]=1. No catalyst specified. The product is [CH2:54]([N:29]1[C:30](=[O:53])[C@H:31]([CH2:33][C:34](=[O:52])[N:1]2[CH2:6][CH2:5][CH:4]([N:7]3[C:16](=[O:17])[CH2:15][C:14]4[C:9](=[CH:10][CH:11]=[CH:12][CH:13]=4)[CH2:8]3)[CH2:3][CH2:2]2)[CH2:32][C:21]2[CH:20]=[CH:19][C:27]3[NH:26][N:25]=[CH:24][C:23]=3[C:22]=2[CH2:28]1)[C:55]([CH3:58])([CH3:57])[CH3:56]. The yield is 0.400. (5) The reactants are [C:1]([C:3]1([C:6]2[CH:7]=[C:8]([CH:43]=[CH:44][CH:45]=2)[C:9]([NH:11][C:12]2[CH:13]=[C:14]([CH:40]=[CH:41][CH:42]=2)[O:15][C:16]2[CH:17]=[CH:18][C:19]3[N:20]([CH:22]=[C:23]([NH:25][C:26]([CH:28]4[CH2:32][CH2:31][N:30](C(OC(C)(C)C)=O)[CH2:29]4)=[O:27])[N:24]=3)[N:21]=2)=[O:10])[CH2:5][CH2:4]1)#[N:2].FC(F)(F)C(O)=O.C(=O)([O-])O.[Na+]. No catalyst specified. The product is [C:1]([C:3]1([C:6]2[CH:7]=[C:8]([CH:43]=[CH:44][CH:45]=2)[C:9]([NH:11][C:12]2[CH:13]=[C:14]([CH:40]=[CH:41][CH:42]=2)[O:15][C:16]2[CH:17]=[CH:18][C:19]3[N:20]([CH:22]=[C:23]([NH:25][C:26]([CH:28]4[CH2:32][CH2:31][NH:30][CH2:29]4)=[O:27])[N:24]=3)[N:21]=2)=[O:10])[CH2:4][CH2:5]1)#[N:2]. The yield is 0.550. (6) The reactants are [C:1]([Cl:6])(=O)[C:2](Cl)=[O:3].[ClH:7].C([N:15]([CH:20]([C:22]#[N:23])[CH3:21])CC(O)=O)C1C=CC=CC=1.[C:24]([O:27][CH2:28][CH3:29])(=[O:26])[CH3:25].Cl[C:31]1[CH:36]=[CH:35]C=[CH:33][C:32]=1Cl. The catalyst is CCCCCC. The product is [CH2:28]([O:27][C:24]([CH2:25][N:15]1[C:20]([CH3:21])=[C:22]([Cl:7])[N:23]=[C:1]([Cl:6])[C:2]1=[O:3])=[O:26])[C:29]1[CH:35]=[CH:36][CH:31]=[CH:32][CH:33]=1. The yield is 0.550.